Task: Predict the reactants needed to synthesize the given product.. Dataset: Full USPTO retrosynthesis dataset with 1.9M reactions from patents (1976-2016) (1) Given the product [NH2:1][C:2]1[S:3][C:4]([C:17]2[CH:22]=[CH:21][CH:20]=[C:19]([F:23])[CH:18]=2)=[C:5]([C:7]([N:9]2[C@H:14]([CH2:15][NH:16][C:30]([C:29]3[S:28][CH:27]=[N:26][C:25]=3[CH3:24])=[O:31])[CH2:13][C@H:12]3[C@@H:10]2[CH2:11]3)=[O:8])[N:6]=1, predict the reactants needed to synthesize it. The reactants are: [NH2:1][C:2]1[S:3][C:4]([C:17]2[CH:22]=[CH:21][CH:20]=[C:19]([F:23])[CH:18]=2)=[C:5]([C:7]([N:9]2[C@H:14]([CH2:15][NH2:16])[CH2:13][C@H:12]3[C@@H:10]2[CH2:11]3)=[O:8])[N:6]=1.[CH3:24][C:25]1[N:26]=[CH:27][S:28][C:29]=1[C:30](O)=[O:31]. (2) Given the product [NH2:17][C:14]1[CH:15]=[CH:16][C:11]([S:8]([NH:7][C:5]2[S:6][C:2]([CH3:1])=[CH:3][N:4]=2)(=[O:10])=[O:9])=[CH:12][CH:13]=1, predict the reactants needed to synthesize it. The reactants are: [CH3:1][C:2]1[S:6][C:5]([NH:7][S:8]([C:11]2[CH:16]=[CH:15][C:14]([N+:17]([O-])=O)=[CH:13][CH:12]=2)(=[O:10])=[O:9])=[N:4][CH:3]=1.O. (3) Given the product [CH3:25][O:26][CH2:27][CH2:28][O:1][C:2]1[CH:10]=[C:9]2[C:5]([CH:6]=[CH:7][N:8]2[C:11]2[N:15]([CH3:16])[N:14]=[C:13]([CH3:17])[C:12]=2/[CH:18]=[CH:19]/[C:20]([O:22][CH2:23][CH3:24])=[O:21])=[CH:4][CH:3]=1, predict the reactants needed to synthesize it. The reactants are: [OH:1][C:2]1[CH:10]=[C:9]2[C:5]([CH:6]=[CH:7][N:8]2[C:11]2[N:15]([CH3:16])[N:14]=[C:13]([CH3:17])[C:12]=2/[CH:18]=[CH:19]/[C:20]([O:22][CH2:23][CH3:24])=[O:21])=[CH:4][CH:3]=1.[CH3:25][O:26][CH2:27][CH2:28]Br.C(=O)([O-])[O-].[K+].[K+].[I-].[Na+]. (4) Given the product [OH:3][CH2:4][C:5]1[CH:6]=[C:7]([C:11]2[N:16]=[C:15]([C:17]([NH:19][C:20]3[C:21]([CH3:31])=[CH:22][C:23]([C:27]([OH:29])=[O:28])=[N:24][C:25]=3[CH3:26])=[O:18])[C:14]([CH3:32])=[CH:13][CH:12]=2)[CH:8]=[CH:9][CH:10]=1, predict the reactants needed to synthesize it. The reactants are: [OH-].[Na+].[OH:3][CH2:4][C:5]1[CH:6]=[C:7]([C:11]2[N:16]=[C:15]([C:17]([NH:19][C:20]3[C:21]([CH3:31])=[CH:22][C:23]([C:27]([O:29]C)=[O:28])=[N:24][C:25]=3[CH3:26])=[O:18])[C:14]([CH3:32])=[CH:13][CH:12]=2)[CH:8]=[CH:9][CH:10]=1.Cl. (5) Given the product [Cl:1][C:2]1[CH:20]=[C:19]([F:21])[C:18]([N:22]2[C:27](=[O:28])[CH:26]=[C:25]([C:29]([F:30])([F:31])[F:32])[N:24]([CH3:33])[C:23]2=[O:34])=[CH:17][C:3]=1[O:4][C:5]1[CH:16]=[CH:15][CH:14]=[CH:13][C:6]=1[O:7][CH2:8][C:9]([OH:11])=[O:10], predict the reactants needed to synthesize it. The reactants are: [Cl:1][C:2]1[CH:20]=[C:19]([F:21])[C:18]([N:22]2[C:27](=[O:28])[CH:26]=[C:25]([C:29]([F:32])([F:31])[F:30])[N:24]([CH3:33])[C:23]2=[O:34])=[CH:17][C:3]=1[O:4][C:5]1[CH:16]=[CH:15][CH:14]=[CH:13][C:6]=1[O:7][CH2:8][C:9]([O:11]C)=[O:10].Cl.O.C(OCC)(=O)C.